This data is from Forward reaction prediction with 1.9M reactions from USPTO patents (1976-2016). The task is: Predict the product of the given reaction. (1) Given the reactants [Br:1][C:2]1[CH:33]=[CH:32][C:5]([CH2:6][C:7]2([CH3:31])[CH2:16][C:15]3[C:10](=[CH:11][C:12]([C:17]4[CH:18]=[N:19][CH:20]=[C:21]([Cl:23])[CH:22]=4)=[CH:13][CH:14]=3)[C:9]3([C:27](=[O:28])[N:26]([CH3:29])[C:25](=S)[NH:24]3)[CH2:8]2)=[CH:4][CH:3]=1.CO.C(OO)(C)(C)C.[NH4+:42].[OH-], predict the reaction product. The product is: [NH2:42][C:25]1[N:26]([CH3:29])[C:27](=[O:28])[C@:9]2([N:24]=1)[C:10]1[C:15](=[CH:14][CH:13]=[C:12]([C:17]3[CH:18]=[N:19][CH:20]=[C:21]([Cl:23])[CH:22]=3)[CH:11]=1)[CH2:16][C@@:7]([CH2:6][C:5]1[CH:32]=[CH:33][C:2]([Br:1])=[CH:3][CH:4]=1)([CH3:31])[CH2:8]2. (2) Given the reactants C(O[C:4](=[O:36])[CH2:5][CH2:6][C:7]1[CH:8]=[C:9]2[C:15]3([CH2:19][CH2:18][N:17]([C:20]([O:22]C(C)(C)C)=O)[CH2:16]3)[CH2:14][N:13]([C:27]([O:29]CC[Si](C)(C)C)=O)[C:10]2=[CH:11][CH:12]=1)C.[NH2:37][C:38]1[S:39][C:40]([CH3:43])=[CH:41][N:42]=1.C(OC[C:49](Cl)=[O:50])(=O)C.Cl.[NH:53]1[CH2:56][CH2:55][CH2:54]1, predict the reaction product. The product is: [N:53]1([C:4](=[O:36])[CH2:5][CH2:6][C:7]2[CH:8]=[C:9]3[C:15]4([CH2:19][CH2:18][N:17]([C:20](=[O:22])[CH2:49][OH:50])[CH2:16]4)[CH2:14][N:13]([C:27]([NH:37][C:38]4[S:39][C:40]([CH3:43])=[CH:41][N:42]=4)=[O:29])[C:10]3=[CH:11][CH:12]=2)[CH2:56][CH2:55][CH2:54]1. (3) The product is: [F:1][C:2]([F:7])([F:6])[C:3]([OH:5])=[O:4].[F:18][C:15]1([F:17])[CH2:14][NH:13][C@H:12]([C:10]([N:9]([CH3:8])[CH3:26])=[O:11])[CH2:16]1. Given the reactants [F:1][C:2]([F:7])([F:6])[C:3]([OH:5])=[O:4].[CH3:8][N:9]([CH3:26])[C:10]([C@@H:12]1[CH2:16][C:15]([F:18])([F:17])[CH2:14][N:13]1C(OC(C)(C)C)=O)=[O:11], predict the reaction product. (4) Given the reactants [Br:1][C:2]1[S:6][C:5]([C:7]([NH2:9])=[O:8])=[C:4]([NH:10][CH2:11][C:12]([N:14]2[CH2:19][CH2:18][O:17][CH2:16][CH2:15]2)=[O:13])[CH:3]=1.[CH3:20][C:21]1(C)C2(CS(O)(=O)=O)C(C[CH:22]1CC2)=O.COC(OC)(C)C.C([O-])(O)=O.[Na+], predict the reaction product. The product is: [Br:1][C:2]1[S:6][C:5]2[C:7](=[O:8])[NH:9][C:21]([CH3:22])([CH3:20])[N:10]([CH2:11][C:12]([N:14]3[CH2:15][CH2:16][O:17][CH2:18][CH2:19]3)=[O:13])[C:4]=2[CH:3]=1. (5) Given the reactants CC(C)([O-])C.[K+].[CH3:7][CH2:8][O:9][C:10]([CH:12](P(OCC)(OCC)=O)[CH3:13])=[O:11].[CH3:22][C:23]([C:25]1[CH:30]=[CH:29][CH:28]=[C:27]([Br:31])[CH:26]=1)=O, predict the reaction product. The product is: [Br:31][C:27]1[CH:26]=[C:25]([C:23]([CH3:22])=[C:12]([CH3:13])[C:10]([O:9][CH2:8][CH3:7])=[O:11])[CH:30]=[CH:29][CH:28]=1. (6) Given the reactants [F:1][C:2]([F:22])([F:21])[O:3][C:4]1[CH:9]=[CH:8][C:7]([N:10]2[CH2:14][CH2:13][C:12]3([CH2:19][CH2:18][NH:17][CH2:16][CH2:15]3)[C:11]2=[O:20])=[CH:6][CH:5]=1.O=C(Cl)[O:25][C:26](Cl)(Cl)Cl.[CH2:31]([NH:38][CH2:39][CH3:40])[C:32]1[CH:37]=[CH:36][CH:35]=[CH:34][CH:33]=1, predict the reaction product. The product is: [CH2:31]([N:38]([CH2:39][CH3:40])[C:26]([N:17]1[CH2:16][CH2:15][C:12]2([C:11](=[O:20])[N:10]([C:7]3[CH:8]=[CH:9][C:4]([O:3][C:2]([F:1])([F:21])[F:22])=[CH:5][CH:6]=3)[CH2:14][CH2:13]2)[CH2:19][CH2:18]1)=[O:25])[C:32]1[CH:37]=[CH:36][CH:35]=[CH:34][CH:33]=1.